From a dataset of Catalyst prediction with 721,799 reactions and 888 catalyst types from USPTO. Predict which catalyst facilitates the given reaction. (1) Reactant: [Cl-].[Al+3].[Cl-].[Cl-].[BH4-].[Na+].[Br:7][C:8]1[O:12][C:11]([C:13]([C:15]2[CH:20]=[CH:19][C:18]([F:21])=[CH:17][CH:16]=2)=O)=[CH:10][CH:9]=1.O. Product: [Br:7][C:8]1[O:12][C:11]([CH2:13][C:15]2[CH:20]=[CH:19][C:18]([F:21])=[CH:17][CH:16]=2)=[CH:10][CH:9]=1. The catalyst class is: 7. (2) Reactant: [CH:1]([C:4]1[C:12]2[C:7](=[CH:8][CH:9]=[CH:10][CH:11]=2)[NH:6][CH:5]=1)([CH3:3])[CH3:2].CC(C)([O-])C.[K+].[F:19][C:20]1[CH:39]=[CH:38][C:23]([CH2:24][NH:25][C:26]([C:28]2[CH:33]=[CH:32][C:31]([S:34](Cl)(=[O:36])=[O:35])=[CH:30][CH:29]=2)=[O:27])=[CH:22][CH:21]=1.C(OC(C)=O)C.O. Product: [F:19][C:20]1[CH:21]=[CH:22][C:23]([CH2:24][NH:25][C:26](=[O:27])[C:28]2[CH:33]=[CH:32][C:31]([S:34]([N:6]3[C:7]4[C:12](=[CH:11][CH:10]=[CH:9][CH:8]=4)[C:4]([CH:1]([CH3:3])[CH3:2])=[CH:5]3)(=[O:35])=[O:36])=[CH:30][CH:29]=2)=[CH:38][CH:39]=1. The catalyst class is: 3. (3) Reactant: C(Cl)(Cl)Cl.[F:5][C:6]([F:24])([F:23])[O:7][C:8]1[CH:13]=[CH:12][C:11]([CH:14]2[C:18]([OH:19])=[C:17]([C:20]([CH3:22])=[O:21])[CH2:16][S:15]2)=[CH:10][CH:9]=1.S(Cl)(Cl)(=O)=O. Product: [F:24][C:6]([F:5])([F:23])[O:7][C:8]1[CH:9]=[CH:10][C:11]([C:14]2[S:15][CH:16]=[C:17]([C:20]([CH3:22])=[O:21])[C:18]=2[OH:19])=[CH:12][CH:13]=1. The catalyst class is: 6. (4) The catalyst class is: 1. Product: [F:27][C:22]1[CH:21]=[C:20]([CH:13]([C:14]2[CH:15]=[CH:16][CH:17]=[CH:18][CH:19]=2)[O:12][C:5]2[CH:4]=[CH:3][C:2]([NH:1][C:39]([NH:38][C:32]3[CH:33]=[CH:34][C:35]([O:36][CH3:37])=[C:30]([O:29][CH3:28])[CH:31]=3)=[O:40])=[CH:11][C:6]=2[C:7]([O:9][CH3:10])=[O:8])[CH:25]=[CH:24][C:23]=1[F:26]. Reactant: [NH2:1][C:2]1[CH:3]=[CH:4][C:5]([O:12][CH:13]([C:20]2[CH:25]=[CH:24][C:23]([F:26])=[C:22]([F:27])[CH:21]=2)[C:14]2[CH:19]=[CH:18][CH:17]=[CH:16][CH:15]=2)=[C:6]([CH:11]=1)[C:7]([O:9][CH3:10])=[O:8].[CH3:28][O:29][C:30]1[CH:31]=[C:32]([N:38]=[C:39]=[O:40])[CH:33]=[CH:34][C:35]=1[O:36][CH3:37].